Task: Regression/Classification. Given a drug SMILES string, predict its absorption, distribution, metabolism, or excretion properties. Task type varies by dataset: regression for continuous measurements (e.g., permeability, clearance, half-life) or binary classification for categorical outcomes (e.g., BBB penetration, CYP inhibition). Dataset: cyp2d6_veith.. Dataset: CYP2D6 inhibition data for predicting drug metabolism from PubChem BioAssay (1) The drug is COC(=O)c1cc(C(=O)c2cccc(Cl)c2Cl)cn1C. The result is 0 (non-inhibitor). (2) The molecule is COC(=O)CSC1=C(C#N)C(c2cccc(F)c2)CC(=O)N1. The result is 0 (non-inhibitor). (3) The drug is Cc1nc(-c2cccnc2)sc1C(N)=O. The result is 0 (non-inhibitor). (4) The compound is Cc1cccc(-n2cccc2)c1C#N. The result is 0 (non-inhibitor). (5) The drug is CC1CCC2(CC1)N=C(N)Nc1nc3ccccc3n12. The result is 1 (inhibitor).